This data is from Full USPTO retrosynthesis dataset with 1.9M reactions from patents (1976-2016). The task is: Predict the reactants needed to synthesize the given product. (1) Given the product [CH:1]([NH:3][C:4]1[S:5][C:6]([Cl:16])=[C:7]([C:9](=[O:15])[C:10]([O:12][CH2:13][CH3:14])=[O:11])[N:8]=1)=[O:2], predict the reactants needed to synthesize it. The reactants are: [CH:1]([NH:3][C:4]1[S:5][CH:6]=[C:7]([C:9](=[O:15])[C:10]([O:12][CH2:13][CH3:14])=[O:11])[N:8]=1)=[O:2].[Cl:16]N1C(=O)CCC1=O.O. (2) The reactants are: [OH:1][C:2]1[CH:3]=[C:4]([C:8]2[C:17]3[C:12](=[C:13]([C:18]([F:21])([F:20])[F:19])[CH:14]=[CH:15][CH:16]=3)[N:11]=[CH:10][C:9]=2[C:22]([C:24]2[CH:29]=[CH:28][CH:27]=[CH:26][CH:25]=2)=[O:23])[CH:5]=[CH:6][CH:7]=1.Br[CH2:31][CH2:32][CH2:33][CH:34]([CH3:36])[CH3:35]. Given the product [CH3:35][CH:34]([CH3:36])[CH2:33][CH2:32][CH2:31][O:1][C:2]1[CH:3]=[C:4]([C:8]2[C:17]3[C:12](=[C:13]([C:18]([F:21])([F:19])[F:20])[CH:14]=[CH:15][CH:16]=3)[N:11]=[CH:10][C:9]=2[C:22]([C:24]2[CH:25]=[CH:26][CH:27]=[CH:28][CH:29]=2)=[O:23])[CH:5]=[CH:6][CH:7]=1, predict the reactants needed to synthesize it. (3) Given the product [CH2:1]([CH:4]([CH2:15][CH:16]=[CH2:17])[CH2:5][O:6][SiH2:7][C:8]1[CH:13]=[CH:12][C:11]([C:33]#[C:32][C:31]([CH3:30])([OH:38])[CH2:34][CH:35]([CH3:37])[CH3:36])=[CH:10][CH:9]=1)[CH:2]=[CH2:3], predict the reactants needed to synthesize it. The reactants are: [CH2:1]([CH:4]([CH2:15][CH:16]=[CH2:17])[CH2:5][O:6][SiH2:7][C:8]1[CH:13]=[CH:12][C:11](I)=[CH:10][CH:9]=1)[CH:2]=[CH2:3].C1COCC1.CCN(CC)CC.[CH3:30][C:31]([OH:38])([CH2:34][CH:35]([CH3:37])[CH3:36])[C:32]#[CH:33].